This data is from Reaction yield outcomes from USPTO patents with 853,638 reactions. The task is: Predict the reaction yield, written as a fraction of the theoretical maximum amount of product (1.0 means a 100% yield; for example, 0.34 means a 34% yield). (1) The reactants are [CH2:1]([C:4]1[C:13]2[C:8](=[CH:9][C:10]([S:24]([C:27]3[CH:32]=[CH:31][C:30]([CH3:33])=[CH:29][CH:28]=3)(=[O:26])=[O:25])=[CH:11][C:12]=2[S:14]([C:17]2[CH:22]=[CH:21][C:20]([CH3:23])=[CH:19][CH:18]=2)(=[O:16])=[O:15])[O:7][C:6](=O)[CH:5]=1)[CH2:2][CH3:3].P12(SP3(SP(SP(S3)(S1)=S)(=S)S2)=S)=[S:36]. The catalyst is C1(C)C(C)=CC=CC=1. The product is [CH2:1]([C:4]1[C:13]2[C:8](=[CH:9][C:10]([S:24]([C:27]3[CH:28]=[CH:29][C:30]([CH3:33])=[CH:31][CH:32]=3)(=[O:25])=[O:26])=[CH:11][C:12]=2[S:14]([C:17]2[CH:18]=[CH:19][C:20]([CH3:23])=[CH:21][CH:22]=2)(=[O:16])=[O:15])[O:7][C:6](=[S:36])[CH:5]=1)[CH2:2][CH3:3]. The yield is 0.700. (2) The reactants are [F:1][C:2]1[N:3]=[CH:4][C:5]2[C:10]([CH:11]=1)=[CH:9][C:8]([C:12]([O:14]C)=[O:13])=[CH:7][CH:6]=2.[Li+].[OH-].Cl. The catalyst is C1COCC1.O. The product is [F:1][C:2]1[N:3]=[CH:4][C:5]2[C:10]([CH:11]=1)=[CH:9][C:8]([C:12]([OH:14])=[O:13])=[CH:7][CH:6]=2. The yield is 1.00. (3) The reactants are [Cl:1][C:2]1[CH:11]=[C:10]([CH:12]=[CH2:13])[C:9]([O:14][CH3:15])=[CH:8][C:3]=1[C:4]([O:6]C)=[O:5].CO.[OH-].[Na+]. The catalyst is O. The product is [Cl:1][C:2]1[CH:11]=[C:10]([CH:12]=[CH2:13])[C:9]([O:14][CH3:15])=[CH:8][C:3]=1[C:4]([OH:6])=[O:5]. The yield is 0.940. (4) The reactants are [N:1]1[CH:6]=[CH:5][CH:4]=[CH:3][C:2]=1[O:7][CH2:8][C:9]1[CH:14]=[CH:13][C:12]([CH2:15]O)=[CH:11][CH:10]=1.C1(P(C2C=CC=CC=2)C2C=CC=CC=2)C=CC=CC=1.C(Cl)(Cl)(Cl)[Cl:37]. No catalyst specified. The product is [Cl:37][CH2:15][C:12]1[CH:13]=[CH:14][C:9]([CH2:8][O:7][C:2]2[CH:3]=[CH:4][CH:5]=[CH:6][N:1]=2)=[CH:10][CH:11]=1. The yield is 0.511. (5) The reactants are [NH2:1][CH2:2][CH2:3][O:4][CH2:5][CH2:6][O:7][CH2:8][CH2:9][O:10][CH2:11][CH2:12][C:13]([NH:15][C:16]1[CH:21]=[CH:20][CH:19]=[C:18]([CH:22]2[C:31]3[C:26](=[C:27]([Cl:33])[CH:28]=[C:29]([Cl:32])[CH:30]=3)[CH2:25][N:24]([CH3:34])[CH2:23]2)[CH:17]=1)=[O:14].[OH:35][C@H:36]([C@@H:47]([OH:58])[C:48]([O:50]N1C(=O)CCC1=O)=O)[C:37]([O:39]N1C(=O)CCC1=O)=O.[CH2:59]([N:61]([CH2:64][CH3:65])[CH2:62][CH3:63])C. The catalyst is CN(C=O)C. The product is [Cl:32][C:29]1[CH:30]=[C:31]2[C:26](=[C:27]([Cl:33])[CH:28]=1)[CH2:25][N:24]([CH3:34])[CH2:23][CH:22]2[C:18]1[CH:17]=[C:16]([NH:15][C:13](=[O:14])[CH2:12][CH2:11][O:10][CH2:9][CH2:8][O:7][CH2:6][CH2:5][O:4][CH2:3][CH2:2][NH:1][C:37](=[O:39])[C@H:36]([OH:35])[C@@H:47]([OH:58])[C:48]([NH:1][CH2:2][CH2:3][O:4][CH2:5][CH2:6][O:7][CH2:8][CH2:9][O:10][CH2:11][CH2:12][C:13](=[O:14])[NH:15][C:16]2[CH:21]=[CH:20][CH:19]=[C:18]([CH:63]3[C:31]4[C:65](=[C:27]([Cl:33])[CH:28]=[C:29]([Cl:32])[CH:30]=4)[CH2:64][N:61]([CH3:59])[CH2:62]3)[CH:17]=2)=[O:50])[CH:21]=[CH:20][CH:19]=1. The yield is 0.560. (6) The reactants are Br[C:2]1[CH:7]=[CH:6][C:5]([N+:8]([O-:10])=[O:9])=[CH:4][CH:3]=1.[C:11]1(B(O)O)[CH:16]=[CH:15][CH:14]=[CH:13][CH:12]=1.C(=O)([O-])[O-].[Cs+].[Cs+].C(=O)=O. The catalyst is C([O-])(=O)C.[Pd+2].C([O-])(=O)C.C1(P(C2CCCCC2)C2CCCCC2)CCCCC1.C(OCC)(=O)C. The product is [N+:8]([C:5]1[CH:6]=[CH:7][C:2]([C:11]2[CH:16]=[CH:15][CH:14]=[CH:13][CH:12]=2)=[CH:3][CH:4]=1)([O-:10])=[O:9]. The yield is 0.950. (7) The reactants are [C:1]([C:5]1[CH:24]=[CH:23][C:8]([CH2:9][NH:10][C:11](=[O:22])[CH:12]([C:14]2[CH:19]=[CH:18][C:17]([NH2:20])=[C:16]([NH2:21])[CH:15]=2)[CH3:13])=[CH:7][CH:6]=1)([CH3:4])([CH3:3])[CH3:2].CN(C=O)C.[CH:30]([CH:32]=O)=O. The catalyst is O. The product is [C:1]([C:5]1[CH:24]=[CH:23][C:8]([CH2:9][NH:10][C:11](=[O:22])[CH:12]([C:14]2[CH:15]=[C:16]3[C:17](=[CH:18][CH:19]=2)[N:20]=[CH:32][CH:30]=[N:21]3)[CH3:13])=[CH:7][CH:6]=1)([CH3:2])([CH3:3])[CH3:4]. The yield is 0.555. (8) The reactants are [F:1][C:2]1[CH:3]=[CH:4][C:5]([C@@H:8]([NH:10]C(=O)OC(C)(C)C)[CH3:9])=[N:6][CH:7]=1.[ClH:18].O1CCOCC1. The catalyst is ClCCl. The product is [ClH:18].[F:1][C:2]1[CH:3]=[CH:4][C:5]([C@@H:8]([NH2:10])[CH3:9])=[N:6][CH:7]=1. The yield is 0.980. (9) The reactants are Cl.[OH:2][C:3]1[C:12]([CH3:13])=[C:11]2[C:6]([C:7](=[O:20])[C:8]([CH3:19])=[C:9]([C@H:14]3[CH2:18][CH2:17][CH2:16][NH:15]3)[O:10]2)=[CH:5][CH:4]=1.C=O.S([O-])([O-])(=O)=O.[Mg+2].[C:29](O)(=O)C.C([BH3-])#N.[Na+]. No catalyst specified. The product is [OH:2][C:3]1[C:12]([CH3:13])=[C:11]2[C:6]([C:7](=[O:20])[C:8]([CH3:19])=[C:9]([C@H:14]3[CH2:18][CH2:17][CH2:16][N:15]3[CH3:29])[O:10]2)=[CH:5][CH:4]=1. The yield is 0.270. (10) The reactants are [N:1]1([C:7]([O:9][CH2:10][C:11]2[CH:16]=[CH:15][CH:14]=[CH:13][CH:12]=2)=[O:8])[CH2:6][CH2:5][NH:4][CH2:3][CH2:2]1.CCN(C(C)C)C(C)C.Cl[CH2:27][CH2:28][S:29](Cl)(=[O:31])=[O:30].O. The catalyst is C(Cl)Cl. The product is [CH:28]([S:29]([N:4]1[CH2:5][CH2:6][N:1]([C:7]([O:9][CH2:10][C:11]2[CH:16]=[CH:15][CH:14]=[CH:13][CH:12]=2)=[O:8])[CH2:2][CH2:3]1)(=[O:31])=[O:30])=[CH2:27]. The yield is 0.430.